Dataset: NCI-60 drug combinations with 297,098 pairs across 59 cell lines. Task: Regression. Given two drug SMILES strings and cell line genomic features, predict the synergy score measuring deviation from expected non-interaction effect. (1) Drug 1: C(CCl)NC(=O)N(CCCl)N=O. Drug 2: N.N.Cl[Pt+2]Cl. Cell line: U251. Synergy scores: CSS=70.7, Synergy_ZIP=-1.77, Synergy_Bliss=-3.59, Synergy_Loewe=-0.0292, Synergy_HSA=2.38. (2) Drug 1: C1=NC2=C(N1)C(=S)N=CN2. Drug 2: CN(CCCl)CCCl.Cl. Cell line: SW-620. Synergy scores: CSS=36.3, Synergy_ZIP=-12.3, Synergy_Bliss=-0.387, Synergy_Loewe=-1.46, Synergy_HSA=2.43. (3) Drug 1: COC1=NC(=NC2=C1N=CN2C3C(C(C(O3)CO)O)O)N. Drug 2: COCCOC1=C(C=C2C(=C1)C(=NC=N2)NC3=CC=CC(=C3)C#C)OCCOC.Cl. Cell line: LOX IMVI. Synergy scores: CSS=-10.0, Synergy_ZIP=9.35, Synergy_Bliss=8.27, Synergy_Loewe=-2.94, Synergy_HSA=-4.30. (4) Drug 1: C#CCC(CC1=CN=C2C(=N1)C(=NC(=N2)N)N)C3=CC=C(C=C3)C(=O)NC(CCC(=O)O)C(=O)O. Drug 2: CS(=O)(=O)OCCCCOS(=O)(=O)C. Cell line: HS 578T. Synergy scores: CSS=7.71, Synergy_ZIP=-1.69, Synergy_Bliss=3.22, Synergy_Loewe=2.30, Synergy_HSA=2.85.